This data is from Forward reaction prediction with 1.9M reactions from USPTO patents (1976-2016). The task is: Predict the product of the given reaction. (1) Given the reactants CO[C:3]([C:5]1[N:6]=[C:7]([C:23]#[N:24])[C:8]2[C:13]([C:14]=1[OH:15])=[CH:12][CH:11]=[C:10]([O:16][C:17]1[CH:22]=[CH:21][CH:20]=[CH:19][CH:18]=1)[CH:9]=2)=[O:4].[NH2:25][CH:26]([C:31]1[CH:36]=[CH:35][CH:34]=[CH:33][CH:32]=1)[CH2:27][C:28]([OH:30])=[O:29].C[O-].[Na+], predict the reaction product. The product is: [C:23]([C:7]1[C:8]2[C:13](=[CH:12][CH:11]=[C:10]([O:16][C:17]3[CH:22]=[CH:21][CH:20]=[CH:19][CH:18]=3)[CH:9]=2)[C:14]([OH:15])=[C:5]([C:3]([NH:25][CH:26]([C:31]2[CH:36]=[CH:35][CH:34]=[CH:33][CH:32]=2)[CH2:27][C:28]([OH:30])=[O:29])=[O:4])[N:6]=1)#[N:24]. (2) Given the reactants [Br:1][C:2]1[C:11]2[CH2:10][CH2:9][CH2:8][CH:7]([NH2:12])[C:6]=2[CH:5]=[N:4][CH:3]=1.CCN(CC)CC.[C:20](Cl)(=[O:23])[CH2:21][CH3:22].O, predict the reaction product. The product is: [Br:1][C:2]1[C:11]2[CH2:10][CH2:9][CH2:8][CH:7]([NH:12][C:20](=[O:23])[CH2:21][CH3:22])[C:6]=2[CH:5]=[N:4][CH:3]=1.